From a dataset of Catalyst prediction with 721,799 reactions and 888 catalyst types from USPTO. Predict which catalyst facilitates the given reaction. (1) Reactant: [C:1]12([C:11]([NH:13][CH:14]([C:18]3[CH:28]=[CH:27][C:21]([C:22]([O:24]CC)=O)=[CH:20][CH:19]=3)[CH:15]([CH3:17])[CH3:16])=[O:12])[CH2:10][CH:5]3[CH2:6][CH:7]([CH2:9][CH:3]([CH2:4]3)[CH2:2]1)[CH2:8]2.[OH-:29].[K+].Cl.[NH2:32]O.CO. Product: [OH:29][NH:32][C:22]([C:21]1[CH:20]=[CH:19][C:18]([CH:14]([NH:13][C:11]([C:1]23[CH2:10][CH:5]4[CH2:4][CH:3]([CH2:9][CH:7]([CH2:6]4)[CH2:8]2)[CH2:2]3)=[O:12])[CH:15]([CH3:16])[CH3:17])=[CH:28][CH:27]=1)=[O:24]. The catalyst class is: 15. (2) Reactant: [C:1]([C:3]1[CH:4]=[CH:5][C:6]2[O:10][C:9]([CH:11]([NH:18][C:19]3[CH:24]=[CH:23][C:22]([C:25]([NH:27][CH2:28][CH2:29][C:30]([O:32]CC)=[O:31])=[O:26])=[CH:21][CH:20]=3)[CH:12]3[CH2:17][CH2:16][CH2:15][CH2:14][CH2:13]3)=[C:8]([CH3:35])[C:7]=2[CH:36]=1)#[N:2].O1CCCC1.[OH-].[Li+]. Product: [C:1]([C:3]1[CH:4]=[CH:5][C:6]2[O:10][C:9]([CH:11]([NH:18][C:19]3[CH:20]=[CH:21][C:22]([C:25]([NH:27][CH2:28][CH2:29][C:30]([OH:32])=[O:31])=[O:26])=[CH:23][CH:24]=3)[CH:12]3[CH2:17][CH2:16][CH2:15][CH2:14][CH2:13]3)=[C:8]([CH3:35])[C:7]=2[CH:36]=1)#[N:2]. The catalyst class is: 8.